Dataset: Full USPTO retrosynthesis dataset with 1.9M reactions from patents (1976-2016). Task: Predict the reactants needed to synthesize the given product. (1) Given the product [N+:14]([C:17]1[CH:18]=[CH:19][C:20]([C:23]2[NH:24][N:25]=[C:6]([C:7]([F:8])([F:9])[F:10])[N:26]=2)=[CH:21][CH:22]=1)([O-:16])=[O:15], predict the reactants needed to synthesize it. The reactants are: [F:8][C:7]([F:10])([F:9])[C:6](O[C:6](=O)[C:7]([F:10])([F:9])[F:8])=O.[N+:14]([C:17]1[CH:22]=[CH:21][C:20]([C:23](=[NH:26])[NH:24][NH2:25])=[CH:19][CH:18]=1)([O-:16])=[O:15].C(#N)C. (2) Given the product [CH2:13]([N:12]([CH2:15][CH3:16])[CH2:11][CH2:10][CH2:9][NH:8][C:6]1[N:7]=[C:2]([C:32]2[CH:33]=[C:34]([CH:38]=[CH:39][C:31]=2[CH3:30])[C:35]([OH:37])=[O:36])[C:3]2[CH2:20][NH:19][C:18](=[O:21])[N:17]([C:22]3[C:27]([F:28])=[CH:26][CH:25]=[CH:24][C:23]=3[F:29])[C:4]=2[N:5]=1)[CH3:14], predict the reactants needed to synthesize it. The reactants are: Cl[C:2]1[N:7]=[C:6]([NH:8][CH2:9][CH2:10][CH2:11][N:12]([CH2:15][CH3:16])[CH2:13][CH3:14])[N:5]=[C:4]2[N:17]([C:22]3[C:27]([F:28])=[CH:26][CH:25]=[CH:24][C:23]=3[F:29])[C:18](=[O:21])[NH:19][CH2:20][C:3]=12.[CH3:30][C:31]1[CH:39]=[CH:38][C:34]([C:35]([OH:37])=[O:36])=[CH:33][C:32]=1B1OC(C)(C)C(C)(C)O1.C(=O)([O-])[O-].[K+].[K+]. (3) Given the product [F:1][C:2]1[CH:10]=[C:9]([C:11]2[C:15]3[CH:16]=[C:17]([C:20]4[O:21][C:22]([CH3:25])=[N:23][N:24]=4)[CH:18]=[CH:19][C:14]=3[O:13][CH:12]=2)[CH:8]=[CH:7][C:3]=1[C:4]([N:26]1[CH2:30][CH2:29][CH2:28][CH2:27]1)=[O:5], predict the reactants needed to synthesize it. The reactants are: [F:1][C:2]1[CH:10]=[C:9]([C:11]2[C:15]3[CH:16]=[C:17]([C:20]4[O:21][C:22]([CH3:25])=[N:23][N:24]=4)[CH:18]=[CH:19][C:14]=3[O:13][CH:12]=2)[CH:8]=[CH:7][C:3]=1[C:4](O)=[O:5].[NH:26]1[CH2:30][CH2:29][CH2:28][CH2:27]1. (4) The reactants are: [Br:1][C:2]1[CH:9]=[C:8](F)[CH:7]=[CH:6][C:3]=1[C:4]#[N:5].[NH2:11][CH2:12][C@@H:13]([NH:17][C:18](=[O:24])[O:19][C:20]([CH3:23])([CH3:22])[CH3:21])[CH2:14][O:15][CH3:16].CCN(C(C)C)C(C)C. Given the product [Br:1][C:2]1[CH:9]=[C:8]([NH:11][CH2:12][C@@H:13]([NH:17][C:18](=[O:24])[O:19][C:20]([CH3:22])([CH3:21])[CH3:23])[CH2:14][O:15][CH3:16])[CH:7]=[CH:6][C:3]=1[C:4]#[N:5], predict the reactants needed to synthesize it. (5) The reactants are: C1([C@H]2COC(C3C=CC=C(C4OC[C@H](C5C=CC=CC=5)N=4)N=3)=N2)C=CC=CC=1.[CH3:29][O:30][C:31]1[CH:36]=[CH:35][C:34]([C:37]([C:61]2[CH:66]=[CH:65][C:64]([O:67][CH3:68])=[CH:63][CH:62]=2)([C:55]2[CH:60]=[CH:59][CH:58]=[CH:57][CH:56]=2)[O:38][CH2:39][C@H:40]2[O:44][C@@H:43]([N:45]3[CH:52]=[CH:51][C:49](=[O:50])[NH:48][C:46]3=[O:47])[C@H:42]([OH:53])[C@@H:41]2[OH:54])=[CH:33][CH:32]=1.[C:69]1([N:75]=[C:76]=[O:77])[CH:74]=[CH:73][CH:72]=[CH:71][CH:70]=1.COC1C=CC(C(C2C=CC(OC)=CC=2)(C2C=CC=CC=2)OC[C@H]2O[C@@H](N3C=CC(=O)NC3=O)[C@H](OC(=O)NC3C=CC=CC=3)[C@@H]2O)=CC=1. Given the product [CH3:29][O:30][C:31]1[CH:32]=[CH:33][C:34]([C:37]([C:61]2[CH:62]=[CH:63][C:64]([O:67][CH3:68])=[CH:65][CH:66]=2)([C:55]2[CH:60]=[CH:59][CH:58]=[CH:57][CH:56]=2)[O:38][CH2:39][C@H:40]2[O:44][C@@H:43]([N:45]3[CH:52]=[CH:51][C:49](=[O:50])[NH:48][C:46]3=[O:47])[C@H:42]([OH:53])[C@@H:41]2[O:54][C:76](=[O:77])[NH:75][C:69]2[CH:74]=[CH:73][CH:72]=[CH:71][CH:70]=2)=[CH:35][CH:36]=1, predict the reactants needed to synthesize it. (6) The reactants are: [C:1]([C:5]1[CH:11]=[C:10]([OH:12])[C:9]([C:13]([CH3:16])([CH3:15])[CH3:14])=[CH:8][C:6]=1[OH:7])([CH3:4])([CH3:3])[CH3:2].[H-].[Na+].ClC[CH2:21][O:22][CH2:23][CH3:24]. Given the product [CH3:21][O:22][CH2:23][CH2:24][O:12][C:10]1[CH:11]=[C:5]([C:1]([CH3:4])([CH3:3])[CH3:2])[C:6]([O:7][CH2:24][CH2:23][O:22][CH3:21])=[CH:8][C:9]=1[C:13]([CH3:16])([CH3:15])[CH3:14], predict the reactants needed to synthesize it. (7) Given the product [F:39][C:25]([F:24])([F:38])[C:26]([C:2]1[CH:18]=[CH:17][C:5]2[N:6]([C:10]3[CH:15]=[CH:14][C:13]([F:16])=[CH:12][CH:11]=3)[C:7]([CH3:9])=[N:8][C:4]=2[CH:3]=1)([C:28]1[C:36]2[C:31](=[CH:32][CH:33]=[CH:34][CH:35]=2)[N:30]([CH3:37])[CH:29]=1)[OH:27], predict the reactants needed to synthesize it. The reactants are: Br[C:2]1[CH:18]=[CH:17][C:5]2[N:6]([C:10]3[CH:15]=[CH:14][C:13]([F:16])=[CH:12][CH:11]=3)[C:7]([CH3:9])=[N:8][C:4]=2[CH:3]=1.C([Li])CCC.[F:24][C:25]([F:39])([F:38])[C:26]([C:28]1[C:36]2[C:31](=[CH:32][CH:33]=[CH:34][CH:35]=2)[N:30]([CH3:37])[CH:29]=1)=[O:27].